From a dataset of Full USPTO retrosynthesis dataset with 1.9M reactions from patents (1976-2016). Predict the reactants needed to synthesize the given product. (1) Given the product [CH3:22][O:21][C:18]1[CH:19]=[CH:20][C:15]([NH:14][C:12]2[S:13][C:9]([NH:8][C:6](=[O:7])[C:5]3[CH:4]=[CH:3][C:2]([N:1]([S:36]([CH3:35])(=[O:38])=[O:37])[S:36]([CH3:35])(=[O:38])=[O:37])=[CH:27][CH:26]=3)=[C:10]([C:23]([NH2:25])=[O:24])[N:11]=2)=[CH:16][CH:17]=1, predict the reactants needed to synthesize it. The reactants are: [NH2:1][C:2]1[CH:27]=[CH:26][C:5]([C:6]([NH:8][C:9]2[S:13][C:12]([NH:14][C:15]3[CH:20]=[CH:19][C:18]([O:21][CH3:22])=[CH:17][CH:16]=3)=[N:11][C:10]=2[C:23]([NH2:25])=[O:24])=[O:7])=[CH:4][CH:3]=1.CCN(CC)CC.[CH3:35][S:36](Cl)(=[O:38])=[O:37]. (2) Given the product [CH:1]1([N:5]2[CH2:6][CH2:7][C:8]3([CH2:15][CH2:14][N:13]([C:17]4[CH:32]=[CH:31][C:20]([C:21]([O:23][CH2:24][C:25]5[CH:26]=[CH:27][CH:28]=[CH:29][CH:30]=5)=[O:22])=[CH:19][N:18]=4)[CH2:12][CH2:11]3)[CH2:9][CH2:10]2)[CH2:4][CH2:3][CH2:2]1, predict the reactants needed to synthesize it. The reactants are: [CH:1]1([N:5]2[CH2:10][CH2:9][C:8]3([CH2:15][CH2:14][NH:13][CH2:12][CH2:11]3)[CH2:7][CH2:6]2)[CH2:4][CH2:3][CH2:2]1.Cl[C:17]1[CH:32]=[CH:31][C:20]([C:21]([O:23][CH2:24][C:25]2[CH:30]=[CH:29][CH:28]=[CH:27][CH:26]=2)=[O:22])=[CH:19][N:18]=1.C(=O)([O-])[O-].[K+].[K+].O. (3) Given the product [C:2]([O:5][C:6]([N:8]1[CH2:9][CH2:10][C@@H:11]([C:13](=[O:15])[NH:17][CH2:19][O:23][CH3:41])[CH2:12]1)=[O:7])([CH3:1])([CH3:3])[CH3:4], predict the reactants needed to synthesize it. The reactants are: [CH3:1][C:2]([O:5][C:6]([N:8]1[CH2:12][C@H:11]([C:13]([OH:15])=O)[CH2:10][CH2:9]1)=[O:7])([CH3:4])[CH3:3].C[N:17]([C:19]([O:23]N1N=NC2C=CC(=CC1=2)Cl)=[N+](C)C)C.F[P-](F)(F)(F)(F)F.[CH:41]1C=CC2N(O)N=NC=2C=1.Cl.CNOC.CN(C=O)C.CCN(C(C)C)C(C)C. (4) Given the product [Br:18][CH2:13][C:12]1([CH2:15][OH:14])[CH2:16][N:10]([S:7]([C:4]2[CH:5]=[CH:6][C:1]([CH3:17])=[CH:2][CH:3]=2)(=[O:9])=[O:8])[CH2:11]1, predict the reactants needed to synthesize it. The reactants are: [C:1]1([CH3:17])[CH:6]=[CH:5][C:4]([S:7]([N:10]2[CH2:16][C:12]3([CH2:15][O:14][CH2:13]3)[CH2:11]2)(=[O:9])=[O:8])=[CH:3][CH:2]=1.[BrH:18].CC(O)=O. (5) Given the product [Cl:1][C:2]1[C:3]([F:21])=[C:4]2[CH:10]=[CH:9][NH:8][C:5]2=[N:6][CH:7]=1, predict the reactants needed to synthesize it. The reactants are: [Cl:1][C:2]1[C:3]([F:21])=[C:4]2[CH:10]=[CH:9][N:8]([Si](C(C)C)(C(C)C)C(C)C)[C:5]2=[N:6][CH:7]=1.CCCC[N+](CCCC)(CCCC)CCCC.[F-]. (6) Given the product [NH2:1][C:2]1[C:11]2[N:12]=[C:13]([CH2:25][O:27][N:28]3[C:32](=[O:33])[C:31]4[C:30](=[CH:37][CH:36]=[CH:35][CH:34]=4)[C:29]3=[O:38])[N:14]([CH2:15][CH2:16][NH:17][C:18](=[O:24])[O:19][C:20]([CH3:23])([CH3:22])[CH3:21])[C:10]=2[C:9]2[CH:8]=[CH:7][CH:6]=[CH:5][C:4]=2[N:3]=1, predict the reactants needed to synthesize it. The reactants are: [NH2:1][C:2]1[C:11]2[N:12]=[C:13]([CH2:25]Cl)[N:14]([CH2:15][CH2:16][NH:17][C:18](=[O:24])[O:19][C:20]([CH3:23])([CH3:22])[CH3:21])[C:10]=2[C:9]2[CH:8]=[CH:7][CH:6]=[CH:5][C:4]=2[N:3]=1.[OH:27][N:28]1[C:32](=[O:33])[C:31]2=[CH:34][CH:35]=[CH:36][CH:37]=[C:30]2[C:29]1=[O:38]. (7) Given the product [CH2:1]([O:8][C:9]1[CH:10]=[C:11]2[C:15](=[CH:16][CH:17]=1)[C:14](=[O:18])[N:13]([C:19]1[CH:24]=[CH:23][C:22]([O:25][CH2:26][C:27]3[CH:28]=[CH:29][CH:30]=[CH:31][CH:32]=3)=[CH:21][CH:20]=1)[C:12]2([CH2:34][CH3:35])[OH:33])[C:2]1[CH:7]=[CH:6][CH:5]=[CH:4][CH:3]=1, predict the reactants needed to synthesize it. The reactants are: [CH2:1]([O:8][C:9]1[CH:10]=[C:11]2[C:15](=[CH:16][CH:17]=1)[C:14](=[O:18])[N:13]([C:19]1[CH:24]=[CH:23][C:22]([O:25][CH2:26][C:27]3[CH:32]=[CH:31][CH:30]=[CH:29][CH:28]=3)=[CH:21][CH:20]=1)[C:12]2=[O:33])[C:2]1[CH:7]=[CH:6][CH:5]=[CH:4][CH:3]=1.[CH2:34]([Mg]Br)[CH3:35].[Cl-].[NH4+].